From a dataset of Catalyst prediction with 721,799 reactions and 888 catalyst types from USPTO. Predict which catalyst facilitates the given reaction. (1) Reactant: [NH2:1][C:2]1[C:7]2=[C:8]([C:29]3[CH:30]=[CH:31][C:32]4[C:36]([CH:37]=3)=[N:35][N:34]([CH2:38][C:39]3[CH:44]=[CH:43][CH:42]=[CH:41][CH:40]=3)[CH:33]=4)[CH:9]=[C:10]([C:11]3[N:12]=[C:13]([CH:16]4[CH2:21][CH2:20][N:19](C(OC(C)(C)C)=O)[CH2:18][CH2:17]4)[S:14][CH:15]=3)[N:6]2[N:5]=[CH:4][N:3]=1.Cl. Product: [CH2:38]([N:34]1[CH:33]=[C:32]2[C:36]([CH:37]=[C:29]([C:8]3[CH:9]=[C:10]([C:11]4[N:12]=[C:13]([CH:16]5[CH2:21][CH2:20][NH:19][CH2:18][CH2:17]5)[S:14][CH:15]=4)[N:6]4[C:7]=3[C:2]([NH2:1])=[N:3][CH:4]=[N:5]4)[CH:30]=[CH:31]2)=[N:35]1)[C:39]1[CH:40]=[CH:41][CH:42]=[CH:43][CH:44]=1. The catalyst class is: 71. (2) Reactant: C(OC([N:8]1[CH2:13][CH2:12][C:11]([C:15]2[CH:20]=[CH:19][C:18]([O:21][C:22]3[CH:27]=[CH:26][CH:25]=[CH:24][CH:23]=3)=[CH:17][CH:16]=2)(O)[CH2:10][CH2:9]1)=O)(C)(C)C.FC(F)(F)C(O)=O.[OH-].[Na+]. Product: [O:21]([C:18]1[CH:19]=[CH:20][C:15]([C:11]2[CH2:12][CH2:13][NH:8][CH2:9][CH:10]=2)=[CH:16][CH:17]=1)[C:22]1[CH:23]=[CH:24][CH:25]=[CH:26][CH:27]=1. The catalyst class is: 2. (3) Reactant: [Cl:1][C:2]1[CH:10]=[CH:9][C:8]2[NH:7][C:6]3[CH2:11][CH2:12][N:13]([CH3:16])[CH2:14][CH2:15][C:5]=3[C:4]=2[CH:3]=1.N1CCC[C@H]1C(O)=O.[O-]P([O-])([O-])=O.[K+].[K+].[K+].Br[CH:34]=[C:35]([C:37]1[CH:38]=[N:39][CH:40]=[CH:41][CH:42]=1)[CH3:36]. Product: [Cl:1][C:2]1[CH:10]=[CH:9][C:8]2[N:7](/[CH:34]=[C:35](/[C:37]3[CH:38]=[N:39][CH:40]=[CH:41][CH:42]=3)\[CH3:36])[C:6]3[CH2:11][CH2:12][N:13]([CH3:16])[CH2:14][CH2:15][C:5]=3[C:4]=2[CH:3]=1. The catalyst class is: 122. (4) Reactant: [CH3:1][N:2]([CH3:12])[C:3]1[CH:8]=[CH:7][C:6]([N:9]([CH3:11])[CH3:10])=[CH:5][CH:4]=1.C[I:14].[CH2:15](Cl)Cl. Product: [I-:14].[CH3:10][N:9]([CH3:11])[C:6]1[CH:7]=[CH:8][C:3]([N+:2]([CH3:15])([CH3:12])[CH3:1])=[CH:4][CH:5]=1. The catalyst class is: 68.